Task: Predict the reactants needed to synthesize the given product.. Dataset: Full USPTO retrosynthesis dataset with 1.9M reactions from patents (1976-2016) (1) Given the product [CH2:1]([N:8]1[CH2:13][CH2:12][CH:11]([N:14]([C:18]([O:20][C:21]([CH3:24])([CH3:23])[CH3:22])=[O:19])[CH:15]([CH3:17])[CH3:16])[CH2:10][CH2:9]1)[C:2]1[CH:3]=[CH:4][CH:5]=[CH:6][CH:7]=1, predict the reactants needed to synthesize it. The reactants are: [CH2:1]([N:8]1[CH2:13][CH2:12][CH:11]([NH:14][CH:15]([CH3:17])[CH3:16])[CH2:10][CH2:9]1)[C:2]1[CH:7]=[CH:6][CH:5]=[CH:4][CH:3]=1.[C:18](O[C:18]([O:20][C:21]([CH3:24])([CH3:23])[CH3:22])=[O:19])([O:20][C:21]([CH3:24])([CH3:23])[CH3:22])=[O:19]. (2) Given the product [CH2:1]([O:3][C:4]([C:6]1[N:7]([C:19]2[CH:24]=[CH:23][C:22]([O:25][CH:26]3[CH2:30][CH2:29][CH2:28][CH2:27]3)=[CH:21][CH:20]=2)[C:8]2[C:13]([C:14]=1[Cl:15])=[CH:12][C:11]([C:35]1[CH:34]=[CH:33][C:32]([Cl:31])=[CH:37][N:36]=1)=[CH:10][CH:9]=2)=[O:5])[CH3:2], predict the reactants needed to synthesize it. The reactants are: [CH2:1]([O:3][C:4]([C:6]1[N:7]([C:19]2[CH:24]=[CH:23][C:22]([O:25][CH:26]3[CH2:30][CH2:29][CH2:28][CH2:27]3)=[CH:21][CH:20]=2)[C:8]2[C:13]([C:14]=1[Cl:15])=[CH:12][C:11](B(O)O)=[CH:10][CH:9]=2)=[O:5])[CH3:2].[Cl:31][C:32]1[CH:33]=[CH:34][C:35](OS(C(F)(F)F)(=O)=O)=[N:36][CH:37]=1.[O-]P([O-])([O-])=O.[K+].[K+].[K+].C1(P(C2CCCCC2)C2CCCCC2)CCCCC1. (3) Given the product [CH:13]([N:8]1[CH:9]=[CH:10][C:6]([C:2]2[S:1][CH:5]=[CH:4][CH:3]=2)=[N:7]1)([CH3:15])[CH3:14].[CH:13]([N:7]1[C:6]([C:2]2[S:1][CH:5]=[CH:4][CH:3]=2)=[CH:10][CH:9]=[N:8]1)([CH3:15])[CH3:14], predict the reactants needed to synthesize it. The reactants are: [S:1]1[CH:5]=[CH:4][CH:3]=[C:2]1[C:6]1[CH:10]=[CH:9][NH:8][N:7]=1.[H-].[Na+].[CH:13](I)([CH3:15])[CH3:14].O.